From a dataset of Reaction yield outcomes from USPTO patents with 853,638 reactions. Predict the reaction yield, written as a fraction of the theoretical maximum amount of product (1.0 means a 100% yield; for example, 0.34 means a 34% yield). (1) The reactants are [Cl:1][C:2]1[CH:3]=[CH:4][C:5]([CH:25]=[O:26])=[C:6]2[C:10]=1[N:9]=[C:8]1[N:11]([C:15]3[C:20]([Cl:21])=[CH:19][C:18]([O:22][CH3:23])=[CH:17][C:16]=3[Cl:24])[CH2:12][CH2:13][CH2:14][N:7]21.[CH2:27]([Mg]Br)[CH3:28]. The catalyst is O1CCCC1.[Cl-].[NH4+]. The product is [Cl:1][C:2]1[C:10]2[N:9]=[C:8]3[N:11]([C:15]4[C:16]([Cl:24])=[CH:17][C:18]([O:22][CH3:23])=[CH:19][C:20]=4[Cl:21])[CH2:12][CH2:13][CH2:14][N:7]3[C:6]=2[C:5]([CH:25]([OH:26])[CH2:27][CH3:28])=[CH:4][CH:3]=1. The yield is 0.870. (2) The yield is 0.820. The reactants are C(Cl)(=O)C(Cl)=O.CS(C)=O.[Br:11][C:12]1[CH:17]=[CH:16][N:15]=[C:14]([CH2:18][OH:19])[CH:13]=1.C(N(CC)CC)C. The product is [Br:11][C:12]1[CH:17]=[CH:16][N:15]=[C:14]([CH:18]=[O:19])[CH:13]=1. The catalyst is ClCCl.O. (3) The reactants are [CH2:1]([N:8]([C@H:18]1[CH2:22][O:21][C@@H:20]2[C@H:23]([OH:26])[CH2:24][O:25][C@H:19]12)[C:9]([NH:11][CH:12]1[CH2:17][CH2:16][CH2:15][CH2:14][CH2:13]1)=[O:10])[C:2]1[CH:7]=[CH:6][CH:5]=[CH:4][CH:3]=1.N1C=CC=CC=1.[F:33][C:34]([F:47])([F:46])[S:35](O[S:35]([C:34]([F:47])([F:46])[F:33])(=[O:37])=[O:36])(=[O:37])=[O:36]. The catalyst is ClCCl. The product is [CH2:1]([N:8]([C@@H:18]1[C@H:19]2[O:25][CH2:24][C@@H:23]([O:26][S:35]([C:34]([F:47])([F:46])[F:33])(=[O:37])=[O:36])[C@H:20]2[O:21][CH2:22]1)[C:9]([NH:11][CH:12]1[CH2:13][CH2:14][CH2:15][CH2:16][CH2:17]1)=[O:10])[C:2]1[CH:7]=[CH:6][CH:5]=[CH:4][CH:3]=1. The yield is 0.400. (4) The reactants are [F:1][C:2]1[CH:10]=[C:9]2[C:5]([CH:6]=[N:7][N:8]2[C:11]([O:13][C:14]([CH3:17])([CH3:16])[CH3:15])=[O:12])=[CH:4][C:3]=1[CH:18]=[O:19].[BH4-].[Na+]. The catalyst is CO.O.CCOC(C)=O. The product is [OH:19][CH2:18][C:3]1[CH:4]=[C:5]2[C:9](=[CH:10][C:2]=1[F:1])[N:8]([C:11]([O:13][C:14]([CH3:17])([CH3:16])[CH3:15])=[O:12])[N:7]=[CH:6]2. The yield is 0.839.